Dataset: Reaction yield outcomes from USPTO patents with 853,638 reactions. Task: Predict the reaction yield, written as a fraction of the theoretical maximum amount of product (1.0 means a 100% yield; for example, 0.34 means a 34% yield). The reactants are [CH3:1][C:2]1[C:3]([CH2:14][S:15]([C:17]2[NH:21][C:20]3[CH:22]=[CH:23][CH:24]=[CH:25][C:19]=3[N:18]=2)=[O:16])=[N:4][CH:5]=[CH:6][C:7]=1[O:8][CH2:9][C:10]([F:13])([F:12])[F:11].[H-].[Na+].[N+:28]([C:31]1[CH:32]=[C:33]([S:37]([CH2:40][CH2:41][O:42][C:43](=[O:66])[CH2:44][CH2:45][CH2:46][CH2:47][CH2:48][NH:49][C:50](=[O:65])[CH2:51][O:52][C:53]2[CH:58]=[C:57]([CH3:59])[C:56]([S:60](Cl)(=[O:62])=[O:61])=[C:55]([CH3:64])[CH:54]=2)(=[O:39])=[O:38])[CH:34]=[CH:35][CH:36]=1)([O-:30])=[O:29].O. The catalyst is C(Cl)Cl. The product is [N+:28]([C:31]1[CH:32]=[C:33]([S:37]([CH2:40][CH2:41][O:42][C:43](=[O:66])[CH2:44][CH2:45][CH2:46][CH2:47][CH2:48][NH:49][C:50](=[O:65])[CH2:51][O:52][C:53]2[CH:54]=[C:55]([CH3:64])[C:56]([S:60]([N:21]3[C:20]4[CH:22]=[CH:23][CH:24]=[CH:25][C:19]=4[N:18]=[C:17]3[S:15]([CH2:14][C:3]3[C:2]([CH3:1])=[C:7]([O:8][CH2:9][C:10]([F:13])([F:11])[F:12])[CH:6]=[CH:5][N:4]=3)=[O:16])(=[O:62])=[O:61])=[C:57]([CH3:59])[CH:58]=2)(=[O:38])=[O:39])[CH:34]=[CH:35][CH:36]=1)([O-:30])=[O:29]. The yield is 0.680.